This data is from Catalyst prediction with 721,799 reactions and 888 catalyst types from USPTO. The task is: Predict which catalyst facilitates the given reaction. (1) Reactant: [CH2:1]([C:5]1[CH:12]=[CH:11][C:8]([CH:9]=O)=[CH:7][CH:6]=1)[CH:2]([CH3:4])[CH3:3].C(O)C.N1C=CC=CC=1.Cl.[NH2:23][OH:24]. Product: [CH2:1]([C:5]1[CH:12]=[CH:11][C:8]([CH:9]=[N:23][OH:24])=[CH:7][CH:6]=1)[CH:2]([CH3:4])[CH3:3]. The catalyst class is: 316. (2) Reactant: [CH3:1][C:2]1[C:6]2[CH:7]=[CH:8][C:9]([C:11]([F:14])([F:13])[F:12])=[CH:10][C:5]=2[S:4][C:3]=1[CH:15]([O:19][CH2:20][CH2:21][CH3:22])[CH2:16][CH2:17]O.C1(P(C2C=CC=CC=2)C2C=CC=CC=2)C=CC=CC=1.C(Br)(Br)(Br)[Br:43]. Product: [Br:43][CH2:17][CH2:16][CH:15]([C:3]1[S:4][C:5]2[CH:10]=[C:9]([C:11]([F:14])([F:13])[F:12])[CH:8]=[CH:7][C:6]=2[C:2]=1[CH3:1])[O:19][CH2:20][CH2:21][CH3:22]. The catalyst class is: 2. (3) Reactant: C([O-])([O-])=O.[K+].[K+].CS(O[CH:12]1[CH2:17][CH2:16][O:15][CH:14]([C:18]2[CH:23]=[CH:22][C:21]([Cl:24])=[CH:20][CH:19]=2)[CH2:13]1)(=O)=O.[F:25][C:26]([F:35])([F:34])[C:27]1[N:32]=[C:31]([SH:33])[CH:30]=[CH:29][CH:28]=1. Product: [Cl:24][C:21]1[CH:20]=[CH:19][C:18]([CH:14]2[CH2:13][CH:12]([S:33][C:31]3[CH:30]=[CH:29][CH:28]=[C:27]([C:26]([F:25])([F:34])[F:35])[N:32]=3)[CH2:17][CH2:16][O:15]2)=[CH:23][CH:22]=1. The catalyst class is: 173. (4) Reactant: [CH3:1][C:2]([C:15]1[CH:16]=[C:17]2[C:22](=[CH:23][CH:24]=1)[C:21](=[O:25])[N:20](CC1C=CC(OC)=CC=1)[CH2:19][CH2:18]2)([CH3:14])[CH2:3][O:4][CH2:5][CH2:6][O:7]C1CCCCO1. Product: [OH:7][CH2:6][CH2:5][O:4][CH2:3][C:2]([C:15]1[CH:16]=[C:17]2[C:22](=[CH:23][CH:24]=1)[C:21](=[O:25])[NH:20][CH2:19][CH2:18]2)([CH3:14])[CH3:1]. The catalyst class is: 55. (5) Reactant: Br[C:2]1[CH:7]=[C:6]([Br:8])[N:5]=[C:4]([C:9]#[N:10])[C:3]=1[OH:11].[CH3:12][O-:13].[Na+].CO. The catalyst class is: 16. Product: [Br:8][C:6]1[N:5]=[C:4]([C:9]#[N:10])[C:3]([OH:11])=[C:2]([O:13][CH3:12])[CH:7]=1. (6) Reactant: [Cl:1][C:2]1[N:6]2[CH:7]=[C:8]([CH2:15][CH:16]([CH3:18])[CH3:17])[CH:9]=[C:10]([C:11]([F:14])([F:13])[F:12])[C:5]2=[N:4][C:3]=1[C:19](O)=[O:20].Cl.[NH:23]1[CH2:28][CH2:27][CH:26]([N:29]2[C:33](=[O:34])[CH2:32][O:31][C:30]2=[O:35])[CH2:25][CH2:24]1.C(N(C(C)C)C(C)C)C.F[P-](F)(F)(F)(F)F.CN(C(ON1C2=NC=CC=C2N=N1)=[N+](C)C)C. Product: [Cl:1][C:2]1[N:6]2[CH:7]=[C:8]([CH2:15][CH:16]([CH3:18])[CH3:17])[CH:9]=[C:10]([C:11]([F:13])([F:14])[F:12])[C:5]2=[N:4][C:3]=1[C:19]([N:23]1[CH2:24][CH2:25][CH:26]([N:29]2[C:33](=[O:34])[CH2:32][O:31][C:30]2=[O:35])[CH2:27][CH2:28]1)=[O:20]. The catalyst class is: 42. (7) Reactant: [H-].[Na+].[CH3:3][C:4]([C:6]1[CH:11]=[CH:10][CH:9]=[C:8]([Cl:12])[CH:7]=1)=[O:5].[C:13](OCC)(=[O:19])[C:14]([O:16][CH2:17][CH3:18])=[O:15].Cl. Product: [CH2:17]([O:16][C:14](=[O:15])[C:13](=[O:19])[CH2:3][C:4]([C:6]1[CH:11]=[CH:10][CH:9]=[C:8]([Cl:12])[CH:7]=1)=[O:5])[CH3:18]. The catalyst class is: 39. (8) Reactant: [C:1]1([CH2:7][CH2:8][CH2:9][CH2:10][CH2:11][CH2:12][CH3:13])[CH:6]=[CH:5][CH:4]=[CH:3][CH:2]=1.[Br:14]Br. Product: [Br:14][C:4]1[CH:5]=[CH:6][C:1]([CH2:7][CH2:8][CH2:9][CH2:10][CH2:11][CH2:12][CH3:13])=[CH:2][CH:3]=1. The catalyst class is: 22. (9) Reactant: [Cl:1][C:2]1[C:3]([N:8]2[C:12]([C:13](Cl)=[O:14])=[CH:11][C:10]([C:16]([F:19])([F:18])[F:17])=[N:9]2)=[N:4][CH:5]=[CH:6][CH:7]=1.[C:20](=O)([O-])[O-].[K+].[K+].[NH2:26][C:27]1[C:40]([Cl:41])=[CH:39][C:38]([Cl:42])=[CH:37][C:28]=1[C:29]([N:31]=[S:32]([CH2:35][CH3:36])[CH2:33][CH3:34])=[O:30]. Product: [CH:27]([O:14][CH:13]([CH3:12])[CH3:20])([CH3:40])[CH3:28].[Cl:42][C:38]1[CH:39]=[C:40]([Cl:41])[C:27]([NH:26][C:13]([C:12]2[N:8]([C:3]3[C:2]([Cl:1])=[CH:7][CH:6]=[CH:5][N:4]=3)[N:9]=[C:10]([C:16]([F:19])([F:18])[F:17])[CH:11]=2)=[O:14])=[C:28]([C:29](=[O:30])[N:31]=[S:32]([CH2:35][CH3:36])[CH2:33][CH3:34])[CH:37]=1. The catalyst class is: 10.